Dataset: Catalyst prediction with 721,799 reactions and 888 catalyst types from USPTO. Task: Predict which catalyst facilitates the given reaction. (1) Reactant: [NH2:1][C@@H:2]([CH3:37])[C@@H:3]([C:27]1[CH:36]=[CH:35][C:30]2[O:31][CH2:32][CH2:33][O:34][C:29]=2[CH:28]=1)[O:4][C:5]1[CH:6]=[C:7]2[C:11](=[CH:12][CH:13]=1)[N:10]([C:14]1[CH:15]=[C:16]([CH:24]=[CH:25][CH:26]=1)[C:17]([O:19][CH2:20][CH:21]([CH3:23])[CH3:22])=[O:18])[N:9]=[CH:8]2.[F:38][C:39]([F:44])([CH3:43])[C:40](O)=[O:41].CN(C(ON1N=NC2C=CC=CC1=2)=[N+](C)C)C.F[P-](F)(F)(F)(F)F.CCN(C(C)C)C(C)C. Product: [F:38][C:39]([F:44])([CH3:43])[C:40]([NH:1][C@@H:2]([CH3:37])[C@@H:3]([C:27]1[CH:36]=[CH:35][C:30]2[O:31][CH2:32][CH2:33][O:34][C:29]=2[CH:28]=1)[O:4][C:5]1[CH:6]=[C:7]2[C:11](=[CH:12][CH:13]=1)[N:10]([C:14]1[CH:15]=[C:16]([CH:24]=[CH:25][CH:26]=1)[C:17]([O:19][CH2:20][CH:21]([CH3:22])[CH3:23])=[O:18])[N:9]=[CH:8]2)=[O:41]. The catalyst class is: 2. (2) Reactant: [Br:1][C:2]1[CH:3]=[C:4]([C:14]2[O:15][C:16](=[O:26])[C:17]3[CH:23]=[C:22]([Br:24])[CH:21]=[C:20]([Br:25])[C:18]=3[N:19]=2)[N:5]([C:7]2[C:12]([Cl:13])=[CH:11][CH:10]=[CH:9][N:8]=2)[N:6]=1.[NH2:27][O:28][CH2:29][C:30]([NH:32][CH3:33])=[O:31]. Product: [Br:25][C:20]1[CH:21]=[C:22]([Br:24])[CH:23]=[C:17]([C:16](=[O:26])[NH:27][O:28][CH2:29][C:30](=[O:31])[NH:32][CH3:33])[C:18]=1[NH:19][C:14]([C:4]1[N:5]([C:7]2[C:12]([Cl:13])=[CH:11][CH:10]=[CH:9][N:8]=2)[N:6]=[C:2]([Br:1])[CH:3]=1)=[O:15]. The catalyst class is: 7. (3) Reactant: [CH3:1][S:2][C:3]1[CH:8]=[CH:7][C:6]([N:9]2[C:13]([C:14]3[CH:26]=[CH:25][C:17]([O:18][CH2:19][CH2:20][NH:21][C:22]([NH2:24])=[O:23])=[CH:16][CH:15]=3)=[CH:12][C:11]([C:27]([F:30])([F:29])[F:28])=[N:10]2)=[CH:5][CH:4]=1.C1C=C(Cl)C=C(C(OO)=[O:39])C=1.C([O-])(O)=O.[Na+]. Product: [CH3:1][S:2]([C:3]1[CH:8]=[CH:7][C:6]([N:9]2[C:13]([C:14]3[CH:26]=[CH:25][C:17]([O:18][CH2:19][CH2:20][NH:21][C:22]([NH2:24])=[O:23])=[CH:16][CH:15]=3)=[CH:12][C:11]([C:27]([F:30])([F:28])[F:29])=[N:10]2)=[CH:5][CH:4]=1)=[O:39]. The catalyst class is: 2. (4) Reactant: [NH2:1][C:2]1[CH:7]=[CH:6][C:5]([S:8][C:9]2[CH:18]=[CH:17][C:12]([C:13]([O:15][CH3:16])=[O:14])=[CH:11][C:10]=2[N+:19]([O-:21])=[O:20])=[CH:4][C:3]=1[F:22].N1C=CC=CC=1.Cl[C:30]([O:32][CH2:33][C:34]([Cl:37])([Cl:36])[Cl:35])=[O:31]. Product: [F:22][C:3]1[CH:4]=[C:5]([S:8][C:9]2[CH:18]=[CH:17][C:12]([C:13]([O:15][CH3:16])=[O:14])=[CH:11][C:10]=2[N+:19]([O-:21])=[O:20])[CH:6]=[CH:7][C:2]=1[NH:1][C:30]([O:32][CH2:33][C:34]([Cl:37])([Cl:36])[Cl:35])=[O:31]. The catalyst class is: 2. (5) Reactant: [I:1][C:2]1[CH:10]=[CH:9][C:5]([C:6]([OH:8])=O)=[CH:4][CH:3]=1.C(Cl)(=O)C(Cl)=O.[C:17]1([O:23][CH3:24])[CH:22]=[CH:21][CH:20]=[CH:19][CH:18]=1.[Al+3].[Cl-].[Cl-].[Cl-].Cl. Product: [I:1][C:2]1[CH:3]=[CH:4][C:5]([C:6]([C:20]2[CH:21]=[CH:22][C:17]([O:23][CH3:24])=[CH:18][CH:19]=2)=[O:8])=[CH:9][CH:10]=1. The catalyst class is: 59. (6) Reactant: Br[C:2]1[N:7]=[C:6]2[N:8]([CH2:12][CH:13]3[CH2:18][CH2:17][CH2:16][CH2:15][CH2:14]3)[C:9](=[O:11])[NH:10][C:5]2=[N:4][CH:3]=1.BrC1N=C([NH:26][CH2:27][CH:28]2[CH2:33][CH2:32][CH2:31][CH2:30][CH2:29]2)C(N)=NC=1.C(N1C=CN=C1)(N1C=CN=C1)=[O:36]. Product: [CH:13]1([CH2:12][N:8]2[C:6]3[C:5](=[N:4][CH:3]=[C:2]([C:31]4[CH:32]=[CH:33][C:28]([C:27]([NH2:26])=[O:36])=[CH:29][CH:30]=4)[N:7]=3)[NH:10][C:9]2=[O:11])[CH2:18][CH2:17][CH2:16][CH2:15][CH2:14]1. The catalyst class is: 118.